Dataset: Reaction yield outcomes from USPTO patents with 853,638 reactions. Task: Predict the reaction yield, written as a fraction of the theoretical maximum amount of product (1.0 means a 100% yield; for example, 0.34 means a 34% yield). The reactants are [CH2:1]([C:3]1[N:4]([C:28]2[CH:33]=[CH:32][C:31]([OH:34])=[CH:30][CH:29]=2)[C:5](=[O:27])[C:6]([CH2:12][C:13]2[CH:18]=[CH:17][C:16]([C:19]3[C:20]([C:25]#[N:26])=[CH:21][CH:22]=[CH:23][CH:24]=3)=[CH:15][CH:14]=2)=[C:7]([CH2:9][CH2:10][CH3:11])[N:8]=1)[CH3:2].Br[C:36]1([C:41]([O:43][CH3:44])=[O:42])[CH2:40][CH2:39][CH2:38][CH2:37]1.C(=O)([O-])[O-].[Cs+].[Cs+]. The catalyst is CN(C)C(=O)C. The product is [C:25]([C:20]1[CH:21]=[CH:22][CH:23]=[CH:24][C:19]=1[C:16]1[CH:17]=[CH:18][C:13]([CH2:12][C:6]2[C:5](=[O:27])[N:4]([C:28]3[CH:33]=[CH:32][C:31]([O:34][C:36]4([C:41]([O:43][CH3:44])=[O:42])[CH2:40][CH2:39][CH2:38][CH2:37]4)=[CH:30][CH:29]=3)[C:3]([CH2:1][CH3:2])=[N:8][C:7]=2[CH2:9][CH2:10][CH3:11])=[CH:14][CH:15]=1)#[N:26]. The yield is 0.770.